This data is from Full USPTO retrosynthesis dataset with 1.9M reactions from patents (1976-2016). The task is: Predict the reactants needed to synthesize the given product. (1) Given the product [C:12]([C:14]1[CH:15]=[CH:16][CH:17]=[C:18]2[C:23]=1[N:22]=[C:21]([C:10]1[C:9]3[C:4](=[CH:5][CH:6]=[C:7]([CH3:11])[CH:8]=3)[NH:3][C:2]=1[CH3:1])[CH:20]=[CH:19]2)#[N:13], predict the reactants needed to synthesize it. The reactants are: [CH3:1][C:2]1[NH:3][C:4]2[C:9]([CH:10]=1)=[CH:8][C:7]([CH3:11])=[CH:6][CH:5]=2.[C:12]([C:14]1[CH:15]=[CH:16][CH:17]=[C:18]2[C:23]=1[N:22]=[CH:21][CH:20]=[C:19]2Cl)#[N:13].Cl. (2) Given the product [Cl:1][C:2]1[CH:7]=[CH:6][C:5]([NH:8][C:9]2[N:14]=[C:13]([N:15]3[CH:19]=[CH:18][C:17]([CH2:20][OH:21])=[N:16]3)[CH:12]=[CH:11][CH:10]=2)=[CH:4][CH:3]=1, predict the reactants needed to synthesize it. The reactants are: [Cl:1][C:2]1[CH:7]=[CH:6][C:5]([NH:8][C:9]2[N:14]=[C:13]([N:15]3[CH:19]=[CH:18][C:17]([C:20](O)=[O:21])=[N:16]3)[CH:12]=[CH:11][CH:10]=2)=[CH:4][CH:3]=1.B.O. (3) Given the product [NH2:14][C:15]1[CH:1]=[C:13]([O:17][C:18]2[CH:23]=[CH:22][C:21]([NH:24][C:42](=[O:44])[C:41]3[CH:45]=[C:46]([CH3:49])[CH:47]=[CH:48][C:40]=3[F:39])=[CH:20][C:19]=2[F:38])[CH:12]=[CH:11][N:16]=1, predict the reactants needed to synthesize it. The reactants are: [CH:1](N(C(C)C)CC)(C)C.N[C:11]1[N:16]=[CH:15][N:14]=[C:13]([O:17][C:18]2[CH:23]=[CH:22][C:21]([NH:24]C(NC(=O)CC3C=CC(F)=CC=3)=S)=[CH:20][C:19]=2[F:38])[CH:12]=1.[F:39][C:40]1[CH:48]=[CH:47][C:46]([CH3:49])=[CH:45][C:41]=1[C:42]([OH:44])=O.CCN=C=NCCCN(C)C.C1C=CC2N(O)N=NC=2C=1. (4) The reactants are: Cl[C:2]1[N:10]=[C:9](Cl)[CH:8]=[CH:7][C:3]=1[C:4]([NH2:6])=[O:5].[NH2:12][C:13]1[CH:18]=[CH:17][C:16]([C:19]([N:21]2[CH2:26][CH2:25][O:24][CH2:23][CH2:22]2)=[O:20])=[CH:15][CH:14]=1.[NH:27]1[CH2:32][CH2:31][CH2:30][C@@H:29]([NH:33][C:34](=[O:40])OC(C)(C)C)[CH2:28]1.[C:41](O)(=O)[CH:42]=C. Given the product [C:34]([NH:33][C@@H:29]1[CH2:30][CH2:31][CH2:32][N:27]([C:9]2[CH:8]=[CH:7][C:3]([C:4]([NH2:6])=[O:5])=[C:2]([NH:12][C:13]3[CH:14]=[CH:15][C:16]([C:19]([N:21]4[CH2:22][CH2:23][O:24][CH2:25][CH2:26]4)=[O:20])=[CH:17][CH:18]=3)[N:10]=2)[CH2:28]1)(=[O:40])[CH:41]=[CH2:42], predict the reactants needed to synthesize it. (5) Given the product [NH2:1][C:2]1[S:3][CH:4]=[C:5]2[C:10]=1[C:9](=[O:11])[N:8]([C:12]1[CH:17]=[CH:16][C:15]([N+:24]([O-:26])=[O:25])=[CH:14][CH:13]=1)[N:7]=[C:6]2[C:19]([O:21][CH2:22][CH3:23])=[O:20], predict the reactants needed to synthesize it. The reactants are: [NH2:1][C:2]1[S:3][CH:4]=[C:5]2[C:10]=1[C:9](=[O:11])[N:8]([C:12]1[CH:17]=[CH:16][C:15](Cl)=[CH:14][CH:13]=1)[N:7]=[C:6]2[C:19]([O:21][CH2:22][CH3:23])=[O:20].[N+:24](C1C=CC(N2C(=O)C(C#N)=C(C)C(C(OCC)=O)=N2)=CC=1)([O-:26])=[O:25]. (6) Given the product [C:14]1([C:12]2[CH:13]=[C:9]([C:7](=[O:8])[CH3:1])[S:10][C:11]=2[CH2:20][CH2:21][CH3:22])[CH:19]=[CH:18][CH:17]=[CH:16][CH:15]=1, predict the reactants needed to synthesize it. The reactants are: [CH3:1][Mg]Br.CON(C)[C:7]([C:9]1[S:10][C:11]([CH2:20][CH2:21][CH3:22])=[C:12]([C:14]2[CH:19]=[CH:18][CH:17]=[CH:16][CH:15]=2)[CH:13]=1)=[O:8]. (7) Given the product [CH:4]1([C:10]2[C:18]3[C:17](=[O:19])[NH:16][C:15]([C:20]4[CH:25]=[CH:24][C:23]([N:26]5[CH2:32][CH2:31][CH2:30][N:29]([CH3:1])[CH2:28][CH2:27]5)=[CH:22][C:21]=4[O:33][CH3:34])=[N:14][C:13]=3[N:12]([CH3:35])[N:11]=2)[CH2:5][CH2:6][CH2:7][CH2:8][CH2:9]1, predict the reactants needed to synthesize it. The reactants are: [CH2:1](O)C.[CH:4]1([C:10]2[C:18]3[C:17](=[O:19])[NH:16][C:15]([C:20]4[CH:25]=[CH:24][C:23]([N:26]5[CH2:32][CH2:31][CH2:30][NH:29][CH2:28][CH2:27]5)=[CH:22][C:21]=4[O:33][CH3:34])=[N:14][C:13]=3[N:12]([CH3:35])[N:11]=2)[CH2:9][CH2:8][CH2:7][CH2:6][CH2:5]1.C=O.C(=O)([O-])O.[Na+].